Dataset: Forward reaction prediction with 1.9M reactions from USPTO patents (1976-2016). Task: Predict the product of the given reaction. (1) Given the reactants [CH2:1]([NH:8][C:9](=[O:17])[C:10]1[CH:15]=[CH:14][C:13](Cl)=[N:12][CH:11]=1)[C:2]1[CH:7]=[CH:6][CH:5]=[CH:4][CH:3]=1.O.[NH2:19][NH2:20], predict the reaction product. The product is: [CH2:1]([NH:8][C:9](=[O:17])[C:10]1[CH:15]=[CH:14][C:13]([NH:19][NH2:20])=[N:12][CH:11]=1)[C:2]1[CH:7]=[CH:6][CH:5]=[CH:4][CH:3]=1. (2) Given the reactants [CH2:1]([OH:3])[CH3:2].C(Cl)CCl.C(N(CC)CC)C.[Cl:15][C:16]1[CH:21]=[C:20]([O:22][CH3:23])[CH:19]=[CH:18][C:17]=1[CH2:24][C:25](O)=[O:26], predict the reaction product. The product is: [CH2:1]([O:3][C:25](=[O:26])[CH2:24][C:17]1[CH:18]=[CH:19][C:20]([O:22][CH3:23])=[CH:21][C:16]=1[Cl:15])[CH3:2]. (3) Given the reactants Cl.[NH2:2][OH:3].[Cl:4][C:5]1[C:6]([N:11]2[C:15]([C:16]([NH:18][C:19]3[C:24]([CH3:25])=[CH:23][C:22]([CH3:26])=[CH:21][C:20]=3[C:27](=O)[C:28]([N:30]([CH2:33][CH3:34])[CH2:31][CH3:32])=[O:29])=[O:17])=[CH:14][C:13]([C:36]([F:39])([F:38])[F:37])=[N:12]2)=[N:7][CH:8]=[CH:9][CH:10]=1.C([O-])(=O)C.[Na+], predict the reaction product. The product is: [Cl:4][C:5]1[C:6]([N:11]2[C:15]([C:16]([NH:18][C:19]3[C:24]([CH3:25])=[CH:23][C:22]([CH3:26])=[CH:21][C:20]=3/[C:27](=[N:2]/[OH:3])/[C:28]([N:30]([CH2:31][CH3:32])[CH2:33][CH3:34])=[O:29])=[O:17])=[CH:14][C:13]([C:36]([F:38])([F:37])[F:39])=[N:12]2)=[N:7][CH:8]=[CH:9][CH:10]=1. (4) Given the reactants [F:1][C:2]1[CH:12]=[CH:11][C:5]2[O:6][CH2:7][C:8](=[O:10])[NH:9][C:4]=2[CH:3]=1.C1C(=O)N([Br:20])C(=O)C1, predict the reaction product. The product is: [Br:20][C:12]1[C:2]([F:1])=[CH:3][C:4]2[NH:9][C:8](=[O:10])[CH2:7][O:6][C:5]=2[CH:11]=1. (5) Given the reactants [O:1]1[C:5]2[CH:6]=[CH:7][C:8]([CH:10]=[CH:11][C:12]3[O:13][CH:14]=[C:15]([CH2:17]Cl)[N:16]=3)=[CH:9][C:4]=2[O:3][CH2:2]1.[N:19]1([CH2:24][CH2:25][CH2:26][CH2:27][C:28]2[CH:33]=[CH:32][C:31]([OH:34])=[CH:30][CH:29]=2)[CH:23]=[CH:22][N:21]=[N:20]1.[I-].[K+].C[O-].[Na+], predict the reaction product. The product is: [O:1]1[C:5]2[CH:6]=[CH:7][C:8]([CH:10]=[CH:11][C:12]3[O:13][CH:14]=[C:15]([CH2:17][O:34][C:31]4[CH:32]=[CH:33][C:28]([CH2:27][CH2:26][CH2:25][CH2:24][N:19]5[CH:23]=[CH:22][N:21]=[N:20]5)=[CH:29][CH:30]=4)[N:16]=3)=[CH:9][C:4]=2[O:3][CH2:2]1. (6) Given the reactants [CH2:1]([N:5]1[C:13]([N:14]2[CH2:19][CH2:18][NH:17][CH2:16][CH2:15]2)=[N:12][C:11]2[C:6]1=[N:7][C:8]([C:26]1[CH:27]=[N:28][C:29]([NH2:32])=[N:30][CH:31]=1)=[N:9][C:10]=2[N:20]1[CH2:25][CH2:24][O:23][CH2:22][CH2:21]1)[CH:2]([CH3:4])[CH3:3].[O:33]1CCC[CH2:34]1.CN(CCS(O)(=O)=O)C.[OH-].[Na+], predict the reaction product. The product is: [NH2:32][C:29]1[N:30]=[CH:31][C:26]([C:8]2[N:7]=[C:6]3[C:11]([N:12]=[C:13]([N:14]4[CH2:19][CH2:18][N:17]([CH:34]=[O:33])[CH2:16][CH2:15]4)[N:5]3[CH2:1][CH:2]([CH3:4])[CH3:3])=[C:10]([N:20]3[CH2:25][CH2:24][O:23][CH2:22][CH2:21]3)[N:9]=2)=[CH:27][N:28]=1. (7) Given the reactants F[P-](F)(F)(F)(F)F.N1(O[P+](N(C)C)(N(C)C)N(C)C)C2C=CC=C[C:11]=2N=N1.[C:28]([O:32][C:33]([N:35]([C:81]([O:83][C:84]([CH3:87])([CH3:86])[CH3:85])=[O:82])[C:36]1[C:45]2[C:40](=[CH:41][C:42]([NH:46][CH:47]([C:51]3[CH:56]=[CH:55][C:54]([C@@H:57]([CH3:79])[CH2:58][O:59][C:60](=[O:78])[NH:61][C:62]4[CH:67]=[C:66]([CH2:68][NH:69][CH3:70])[C:65]([O:71][C@H:72]5[CH2:76][CH2:75][O:74][CH2:73]5)=[C:64]([F:77])[CH:63]=4)=[C:53](C)[CH:52]=3)[C:48]([OH:50])=O)=[CH:43][CH:44]=2)[CH:39]=[CH:38][N:37]=1)=[O:34])([CH3:31])([CH3:30])[CH3:29], predict the reaction product. The product is: [C:28]([O:32][C:33]([N:35]([C:36]1[C:45]2[C:44](=[CH:43][C:42]([NH:46][CH:47]3[C:48](=[O:50])[N:69]([CH3:70])[CH2:68][C:66]4[CH:67]=[C:62]([CH:63]=[C:64]([F:77])[C:65]=4[O:71][C@H:72]4[CH2:76][CH2:75][O:74][CH2:73]4)[NH:61][C:60](=[O:78])[O:59][CH2:58][C@H:57]([CH3:79])[C:54]4[C:53]([CH3:11])=[CH:52][C:51]3=[CH:56][CH:55]=4)=[CH:41][CH:40]=2)[CH:39]=[CH:38][N:37]=1)[C:81](=[O:82])[O:83][C:84]([CH3:85])([CH3:87])[CH3:86])=[O:34])([CH3:31])([CH3:29])[CH3:30]. (8) Given the reactants [F:1][C:2]([F:15])([F:14])[CH2:3][O:4][C:5]1[CH:13]=[CH:12][C:8]([C:9]([OH:11])=O)=[CH:7][N:6]=1.[CH3:16][N:17]1[C:26]2[C:21](=[CH:22][C:23]([CH2:27][NH2:28])=[CH:24][CH:25]=2)[CH2:20][CH2:19][CH2:18]1.N, predict the reaction product. The product is: [CH3:16][N:17]1[C:26]2[C:21](=[CH:22][C:23]([CH2:27][NH:28][C:9](=[O:11])[C:8]3[CH:12]=[CH:13][C:5]([O:4][CH2:3][C:2]([F:1])([F:15])[F:14])=[N:6][CH:7]=3)=[CH:24][CH:25]=2)[CH2:20][CH2:19][CH2:18]1. (9) Given the reactants Cl[C:2]1[C:7]([C:8]2[CH:9]=[C:10]([CH2:23][N:24]([CH3:32])[C:25](=[O:31])[O:26][C:27]([CH3:30])([CH3:29])[CH3:28])[S:11][C:12]=2[S:13]([C:16]2[CH:21]=[CH:20][CH:19]=[C:18]([F:22])[CH:17]=2)(=[O:15])=[O:14])=[CH:6][CH:5]=[CH:4][N:3]=1.O.C(OCC)(=O)C.[CH3:40][N:41](C)C=O, predict the reaction product. The product is: [C:40]([C:2]1[C:7]([C:8]2[CH:9]=[C:10]([CH2:23][N:24]([CH3:32])[C:25](=[O:31])[O:26][C:27]([CH3:30])([CH3:29])[CH3:28])[S:11][C:12]=2[S:13]([C:16]2[CH:21]=[CH:20][CH:19]=[C:18]([F:22])[CH:17]=2)(=[O:15])=[O:14])=[CH:6][CH:5]=[CH:4][N:3]=1)#[N:41]. (10) Given the reactants [CH3:1][O:2][C:3]1[CH:12]=[CH:11][C:10]([N:13]2[C:17]([S:18]([CH3:21])(=[O:20])=[O:19])=[N:16][N:15]=[N:14]2)=[CH:9][C:4]=1[C:5]([O:7]C)=[O:6].CO.[OH-].[Na+].Cl, predict the reaction product. The product is: [CH3:1][O:2][C:3]1[CH:12]=[CH:11][C:10]([N:13]2[C:17]([S:18]([CH3:21])(=[O:20])=[O:19])=[N:16][N:15]=[N:14]2)=[CH:9][C:4]=1[C:5]([OH:7])=[O:6].